From a dataset of Reaction yield outcomes from USPTO patents with 853,638 reactions. Predict the reaction yield, written as a fraction of the theoretical maximum amount of product (1.0 means a 100% yield; for example, 0.34 means a 34% yield). (1) The reactants are Br[C:2]1[CH:7]=[CH:6][CH:5]=[CH:4][C:3]=1[S:8][CH2:9][C:10]([N:12]([CH:22]([CH3:24])[CH3:23])[NH:13][C:14](=[O:21])[C:15]1[CH:20]=[CH:19][CH:18]=[CH:17][CH:16]=1)=[O:11].C([O-])([O-])=O.[Na+].[Na+].[F:31][C:32]([F:43])([F:42])[C:33]1[CH:34]=[C:35](B(O)O)[CH:36]=[CH:37][CH:38]=1. The catalyst is COCCOC. The product is [F:31][C:32]([F:43])([F:42])[C:33]1[CH:38]=[C:37]([C:2]2[CH:7]=[CH:6][CH:5]=[CH:4][C:3]=2[S:8][CH2:9][C:10]([N:12]([CH:22]([CH3:24])[CH3:23])[NH:13][C:14](=[O:21])[C:15]2[CH:20]=[CH:19][CH:18]=[CH:17][CH:16]=2)=[O:11])[CH:36]=[CH:35][CH:34]=1. The yield is 0.140. (2) The reactants are [CH2:1]([N:8]1[CH:16]=[C:15]2[C:10]([CH:11]=[C:12]([C:17]3[CH:18]=[C:19]([CH:27]4[CH2:31][CH2:30][NH:29][CH2:28]4)[N:20]4[C:25]=3[C:24]([NH2:26])=[N:23][CH:22]=[N:21]4)[CH:13]=[CH:14]2)=[N:9]1)[C:2]1[CH:7]=[CH:6][CH:5]=[CH:4][CH:3]=1.Br[CH2:33][CH2:34][O:35][Si:36]([C:39]([CH3:42])([CH3:41])[CH3:40])([CH3:38])[CH3:37]. No catalyst specified. The product is [CH2:1]([N:8]1[CH:16]=[C:15]2[C:10]([CH:11]=[C:12]([C:17]3[CH:18]=[C:19]([CH:27]4[CH2:31][CH2:30][N:29]([CH2:33][CH2:34][O:35][Si:36]([C:39]([CH3:42])([CH3:41])[CH3:40])([CH3:38])[CH3:37])[CH2:28]4)[N:20]4[C:25]=3[C:24]([NH2:26])=[N:23][CH:22]=[N:21]4)[CH:13]=[CH:14]2)=[N:9]1)[C:2]1[CH:3]=[CH:4][CH:5]=[CH:6][CH:7]=1. The yield is 0.520. (3) The reactants are [I:1][C:2]1[CH:7]=[CH:6][CH:5]=[CH:4][C:3]=1[CH2:8][C:9]([OH:11])=[O:10].S(=O)(=O)(O)O.[CH3:17]O. No catalyst specified. The product is [I:1][C:2]1[CH:7]=[CH:6][CH:5]=[CH:4][C:3]=1[CH2:8][C:9]([O:11][CH3:17])=[O:10]. The yield is 0.950. (4) The reactants are Br[C:2]1[CH:7]=[C:6]([F:8])[CH:5]=[C:4]([F:9])[CH:3]=1.[Mg].II.[Cl:13][CH2:14][C:15]([CH2:17][Cl:18])=[O:16].Cl. The catalyst is O1CCCC1. The product is [Cl:13][CH2:14][C:15]([C:2]1[CH:7]=[C:6]([F:8])[CH:5]=[C:4]([F:9])[CH:3]=1)([OH:16])[CH2:17][Cl:18]. The yield is 0.450. (5) The reactants are [CH3:1][C:2]([O:4][CH2:5][C@H:6]1[O:11][CH:10]=[CH:9][C@H:8]([O:12][C:13]([CH3:15])=[O:14])[C@@H:7]1[O:16][C@H:17]1[O:22][C@H:21]([CH2:23][O:24][C:25]([CH3:27])=[O:26])[C@@H:20]([O:28][C:29]([CH3:31])=[O:30])[C@H:19]([O:32][C:33]([CH3:35])=[O:34])[C@H:18]1[O:36][C:37]([CH3:39])=[O:38])=[O:3].C(O)[C@H]1O[C@H](O[C@H]2[C@H](O)[C@@H](O)[C@H](O)O[C@@H]2CO)[C@H](O)[C@@H](O)[C@@H]1O.O.C(O)[C@H]1O[C@H](O[C@H]2[C@H](O)[C@@H](O)[C@H](O)O[C@@H]2CO)[C@H](O)[C@@H](O)[C@@H]1O.O=C[C@@H]([C@H]([C@@H]([C@@H](CO)O)O)O)O.C(OC(=O)C)(=O)C.Br.C(O)(=O)C.C([O-])(=O)C.[Na+].C(O)(=O)C. The catalyst is [Zn].O. The product is [CH3:1][C:2]([O:4][CH2:5][C@H:6]1[O:11][CH:10]=[CH:9][C@H:8]([O:12][C:13]([CH3:15])=[O:14])[C@@H:7]1[O:16][C@H:17]1[O:22][C@H:21]([CH2:23][O:24][C:25]([CH3:27])=[O:26])[C@@H:20]([O:28][C:29]([CH3:31])=[O:30])[C@H:19]([O:32][C:33]([CH3:35])=[O:34])[C@H:18]1[O:36][C:37]([CH3:39])=[O:38])=[O:3].[C:13]([O:12][C@H:8]1[C@H:7]([O:16][C:17](=[O:22])[CH3:18])[C@@H:6]([CH2:5][O:4][C:2](=[O:3])[CH3:1])[O:11][CH:10]=[CH:9]1)(=[O:14])[CH3:15]. The yield is 0.860. (6) The reactants are [Br:1][C:2]1[C:3]([N:19]2[CH2:24][CH2:23][CH2:22][C@@H:21]([NH:25]C(=O)OC(C)(C)C)[CH2:20]2)=[C:4]2[C:10]([NH:11][C:12]([CH:14]3[CH2:18][CH2:17][CH2:16][O:15]3)=[O:13])=[CH:9][NH:8][C:5]2=[N:6][CH:7]=1.[ClH:33]. The catalyst is C(O)(C(F)(F)F)=O.CO.C(Cl)Cl.CCOCC. The product is [ClH:33].[NH2:25][C@@H:21]1[CH2:22][CH2:23][CH2:24][N:19]([C:3]2[C:2]([Br:1])=[CH:7][N:6]=[C:5]3[NH:8][CH:9]=[C:10]([NH:11][C:12]([C@H:14]4[CH2:18][CH2:17][CH2:16][O:15]4)=[O:13])[C:4]=23)[CH2:20]1. The yield is 0.210.